This data is from Catalyst prediction with 721,799 reactions and 888 catalyst types from USPTO. The task is: Predict which catalyst facilitates the given reaction. (1) Reactant: [CH3:1][O:2][C:3]1[CH:4]=[C:5]2[C:10](=[CH:11][CH:12]=1)[CH2:9][NH:8][CH2:7][CH2:6]2.Cl[CH2:14][C:15]([O:17][CH2:18][CH3:19])=[O:16].C([O-])([O-])=O.[K+].[K+]. Product: [CH3:1][O:2][C:3]1[CH:4]=[C:5]2[C:10](=[CH:11][CH:12]=1)[CH2:9][N:8]([CH2:14][C:15]([O:17][CH2:18][CH3:19])=[O:16])[CH2:7][CH2:6]2. The catalyst class is: 23. (2) Reactant: [CH3:1][O:2][C:3]1[CH:8]=[CH:7][C:6]([N+:9]([O-:11])=[O:10])=[CH:5][C:4]=1[OH:12].C([O-])([O-])=O.[K+].[K+].[CH2:19](Br)[CH3:20]. Product: [CH2:19]([O:12][C:4]1[CH:5]=[C:6]([N+:9]([O-:11])=[O:10])[CH:7]=[CH:8][C:3]=1[O:2][CH3:1])[CH3:20]. The catalyst class is: 31. (3) Reactant: [Cl:1][C:2]1[CH:21]=[C:20]([Cl:22])[CH:19]=[CH:18][C:3]=1[CH2:4][C:5]1[S:9][C:8]([CH:10]([CH3:12])[CH3:11])=[N:7][C:6]=1[C:13](OCC)=[O:14].[H-].C([Al+]CC(C)C)C(C)C.Cl. Product: [Cl:1][C:2]1[CH:21]=[C:20]([Cl:22])[CH:19]=[CH:18][C:3]=1[CH2:4][C:5]1[S:9][C:8]([CH:10]([CH3:11])[CH3:12])=[N:7][C:6]=1[CH:13]=[O:14]. The catalyst class is: 207. (4) Reactant: Br[C:2]1[N:6]([CH:7]([CH3:9])[CH3:8])[C:5]2[CH:10]([C:26]3[CH:31]=[CH:30][C:29]([Cl:32])=[CH:28][CH:27]=3)[N:11]([C:14]3[CH:15]=[C:16]([CH3:25])[C:17]4[N:18]([C:20]([CH2:23][F:24])=[N:21][N:22]=4)[CH:19]=3)[C:12](=[O:13])[C:4]=2[N:3]=1.[CH3:33][C:34]1([CH3:51])[CH2:39][C:38](B2OC(C)(C)C(C)(C)O2)=[CH:37][C:36]([CH3:50])([CH3:49])[NH:35]1.C([O-])(O)=O.[Na+]. Product: [Cl:32][C:29]1[CH:30]=[CH:31][C:26]([CH:10]2[C:5]3[N:6]([CH:7]([CH3:9])[CH3:8])[C:2]([C:38]4[CH2:37][C:36]([CH3:50])([CH3:49])[NH:35][C:34]([CH3:51])([CH3:33])[CH:39]=4)=[N:3][C:4]=3[C:12](=[O:13])[N:11]2[C:14]2[CH:15]=[C:16]([CH3:25])[C:17]3[N:18]([C:20]([CH2:23][F:24])=[N:21][N:22]=3)[CH:19]=2)=[CH:27][CH:28]=1. The catalyst class is: 25. (5) The catalyst class is: 28. Reactant: [CH2:1]([P:4](=[O:10])([CH2:7][CH2:8][CH3:9])[CH2:5][OH:6])[CH2:2][CH3:3].[C:11]1([CH3:21])[CH:16]=[CH:15][C:14]([S:17](Cl)(=[O:19])=[O:18])=[CH:13][CH:12]=1.C(N(CC)CC)C. Product: [CH3:21][C:11]1[CH:16]=[CH:15][C:14]([S:17]([O:6][CH2:5][P:4]([CH2:7][CH2:8][CH3:9])([CH2:1][CH2:2][CH3:3])=[O:10])(=[O:19])=[O:18])=[CH:13][CH:12]=1. (6) Reactant: C(OC([N:8]1[CH2:13][CH2:12][N:11]([C:14]2[C:19]3[N:20]=[C:21]([C:23]4[CH:28]=[CH:27][C:26]([C:29]([CH3:32])([CH3:31])[CH3:30])=[CH:25][CH:24]=4)[O:22][C:18]=3[CH:17]=[CH:16][CH:15]=2)[CH2:10][CH2:9]1)=O)(C)(C)C.FC(F)(F)C(O)=O. Product: [C:29]([C:26]1[CH:25]=[CH:24][C:23]([C:21]2[O:22][C:18]3[CH:17]=[CH:16][CH:15]=[C:14]([N:11]4[CH2:12][CH2:13][NH:8][CH2:9][CH2:10]4)[C:19]=3[N:20]=2)=[CH:28][CH:27]=1)([CH3:32])([CH3:30])[CH3:31]. The catalyst class is: 2. (7) Reactant: [Br:1][C:2]1[C:3]([OH:20])=[C:4]([C:17]([OH:19])=O)[C:5]2[N:6]=[CH:7][C:8]([C:12]3[S:13][CH:14]=[CH:15][CH:16]=3)=[N:9][C:10]=2[CH:11]=1.Cl.C([NH:24][CH2:25][C:26]([OH:28])=[O:27])C.C(N(CC)CC)C.C1CN([P+](ON2N=NC3C=CC=CC2=3)(N2CCCC2)N2CCCC2)CC1.F[P-](F)(F)(F)(F)F.[OH-].[Na+]. Product: [Br:1][C:2]1[CH:11]=[C:10]2[C:5]([N:6]=[CH:7][C:8]([C:12]3[S:13][CH:14]=[CH:15][CH:16]=3)=[N:9]2)=[C:4]([C:17]([NH:24][CH2:25][C:26]([OH:28])=[O:27])=[O:19])[C:3]=1[OH:20]. The catalyst class is: 737.